Dataset: Full USPTO retrosynthesis dataset with 1.9M reactions from patents (1976-2016). Task: Predict the reactants needed to synthesize the given product. (1) Given the product [NH:17]1[C:7]2[C:6](=[C:5]([NH2:11])[CH:4]=[CH:9][CH:8]=2)[CH:10]=[CH:16]1, predict the reactants needed to synthesize it. The reactants are: [N+]([C:4]1[C:5]([N+:11]([O-])=O)=[C:6]([CH3:10])[CH:7]=[CH:8][CH:9]=1)([O-])=O.CO[CH:16](OC)[N:17](C)C.N1CCCC1. (2) Given the product [Cl:16][C:17]1[CH:18]=[CH:19][C:20]([C:23]2[S:32][C:26]3[C:27](=[O:31])[N:28]([C:2]4[CH:13]=[CH:12][C:5]([O:6][CH2:7][C:8]([OH:10])([CH3:11])[CH3:9])=[C:4]([O:14][CH3:15])[CH:3]=4)[N:29]=[CH:30][C:25]=3[CH:24]=2)=[CH:21][CH:22]=1, predict the reactants needed to synthesize it. The reactants are: Br[C:2]1[CH:13]=[CH:12][C:5]([O:6][CH2:7][C:8]([CH3:11])([OH:10])[CH3:9])=[C:4]([O:14][CH3:15])[CH:3]=1.[Cl:16][C:17]1[CH:22]=[CH:21][C:20]([C:23]2[S:32][C:26]3[C:27](=[O:31])[NH:28][N:29]=[CH:30][C:25]=3[CH:24]=2)=[CH:19][CH:18]=1.CN[C@@H]1CCCC[C@H]1NC.[O-]P([O-])([O-])=O.[K+].[K+].[K+].CC1(N)CCCCC1(C)N. (3) Given the product [N:1]1[C:10]2[C:5](=[CH:6][CH:7]=[CH:8][CH:9]=2)[CH:4]=[CH:3][C:2]=1[C:11]([NH:16][NH2:17])=[O:13], predict the reactants needed to synthesize it. The reactants are: [N:1]1[C:10]2[C:5](=[CH:6][CH:7]=[CH:8][CH:9]=2)[CH:4]=[CH:3][C:2]=1[C:11]([O:13]C)=O.O.[NH2:16][NH2:17]. (4) Given the product [CH3:27][O:28][CH:29]=[CH:22][CH:19]1[CH2:18][CH2:17][CH:16]([CH:13]2[CH2:12][CH2:11][CH:10]([CH:8]=[CH2:9])[CH2:15][CH2:14]2)[CH2:21][CH2:20]1, predict the reactants needed to synthesize it. The reactants are: [Cl-].CC(C)([O-])C.[K+].[CH:8]([CH:10]1[CH2:15][CH2:14][CH:13]([CH:16]2[CH2:21][CH2:20][CH:19]([CH:22]=O)[CH2:18][CH2:17]2)[CH2:12][CH2:11]1)=[CH2:9].O.C1[CH2:29][O:28][CH2:27]C1. (5) The reactants are: [CH2:1]([C:9]1[CH:14]=[CH:13][C:12](CCC2C=CC=CC=2)=[CH:11][CH:10]=1)[CH2:2][C:3]1[CH:8]=[CH:7][CH:6]=[CH:5][CH:4]=1.C1(CCCC2C=CC(CCCC3C=CC=CC=3)=CC=2)C=CC=CC=1.C(C1C=CC(CCC2C=C(C)C=CC=2)=CC=1)CC1C=CC=CC=1.C1(C)C=CC=CC=1CCC1C=CC(CCC2C=CC=CC=2C)=CC=1.C1(CCCC2C=CC(CCC3C=CC(CCCC4C=CC=CC=4)=CC=3)=CC=2)C=CC=CC=1.C(C1C=CC(CCC2C=CC(CCC3C=CC(C)=CC=3)=CC=2)=CC=1)CC1C=CC=CC=1. Given the product [C:3]1([CH2:2][CH2:1][C:9]2[CH:10]=[CH:11][CH:12]=[CH:13][CH:14]=2)[CH:8]=[CH:7][CH:6]=[CH:5][CH:4]=1, predict the reactants needed to synthesize it. (6) Given the product [CH2:1]([O:3][C:4]([C:6]1[N:7]=[C:8]2[CH:13]=[CH:12][CH:11]=[CH:10][N:9]2[C:14]=1[NH2:66])=[O:5])[CH3:2], predict the reactants needed to synthesize it. The reactants are: [CH2:1]([O:3][C:4]([C:6]1[N:7]=[C:8]2[CH:13]=[CH:12][CH:11]=[CH:10][N:9]2[C:14]=1Br)=[O:5])[CH3:2].C1(P(C2C=CC=CC=2)C2C3OC4C(=CC=CC=4P(C4C=CC=CC=4)C4C=CC=CC=4)C(C)(C)C=3C=CC=2)C=CC=CC=1.C(=O)([O-])[O-].[Cs+].[Cs+].O.C[N:66]1CCCC1=O. (7) Given the product [Cl:1][C:2]1[C:3]([Cl:40])=[CH:4][C:5]2[O:10][CH2:9][C:8](=[O:11])[N:7]([CH2:12][C:13]([N:15]([CH3:38])[C@H:16]([C:23]3[CH:24]=[CH:25][C:26]([C:47]4[CH:48]=[CH:49][C:44]([C:42]([NH2:41])=[O:43])=[CH:45][CH:46]=4)=[CH:27][CH:28]=3)[CH2:17][N:18]3[CH2:19][CH2:20][CH2:21][CH2:22]3)=[O:14])[C:6]=2[CH:39]=1, predict the reactants needed to synthesize it. The reactants are: [Cl:1][C:2]1[C:3]([Cl:40])=[CH:4][C:5]2[O:10][CH2:9][C:8](=[O:11])[N:7]([CH2:12][C:13]([N:15]([CH3:38])[C@H:16]([C:23]3[CH:28]=[CH:27][C:26](C4C=CC=C(C(N)=O)C=4)=[CH:25][CH:24]=3)[CH2:17][N:18]3[CH2:22][CH2:21][CH2:20][CH2:19]3)=[O:14])[C:6]=2[CH:39]=1.[NH2:41][C:42]([C:44]1[CH:49]=[CH:48][C:47](B(O)O)=[CH:46][CH:45]=1)=[O:43]. (8) Given the product [CH3:15][S:16]([O:1][N:2]=[C:3]([Cl:14])[C@H:4]1[CH2:8][O:7][C:6]2([CH2:13][CH2:12][CH2:11][CH2:10][CH2:9]2)[O:5]1)(=[O:18])=[O:17], predict the reactants needed to synthesize it. The reactants are: [OH:1][N:2]=[C:3]([Cl:14])[C@H:4]1[CH2:8][O:7][C:6]2([CH2:13][CH2:12][CH2:11][CH2:10][CH2:9]2)[O:5]1.[CH3:15][S:16](Cl)(=[O:18])=[O:17].C(NC(C)CC(C)C)C.